Dataset: Catalyst prediction with 721,799 reactions and 888 catalyst types from USPTO. Task: Predict which catalyst facilitates the given reaction. Reactant: [Cl:1][C:2]1[CH:7]=[CH:6][C:5]([NH:8][C:9]2[CH:17]=[N:16][CH:15]=[CH:14][C:10]=2[C:11]([OH:13])=O)=[CH:4][CH:3]=1.CCN(C(C)C)C(C)C.CN(C(ON1N=NC2C=CC=NC1=2)=[N+](C)C)C.F[P-](F)(F)(F)(F)F.[CH3:51][C:52]([NH2:56])([C:54]#[CH:55])[CH3:53]. Product: [Cl:1][C:2]1[CH:3]=[CH:4][C:5]([NH:8][C:9]2[CH:17]=[N:16][CH:15]=[CH:14][C:10]=2[C:11]([NH:56][C:52]([CH3:53])([C:54]#[CH:55])[CH3:51])=[O:13])=[CH:6][CH:7]=1. The catalyst class is: 2.